From a dataset of Catalyst prediction with 721,799 reactions and 888 catalyst types from USPTO. Predict which catalyst facilitates the given reaction. (1) Reactant: [Cl-].[CH:2]1([S:5]([NH:8][C:9]([C@@:11]2([NH3+:16])[CH2:13][C@H:12]2[CH:14]=[CH2:15])=[O:10])(=[O:7])=[O:6])[CH2:4][CH2:3]1.CN(C(ON1N=NC2C=CC=NC1=2)=[N+](C)C)C.F[P-](F)(F)(F)(F)F.[C:41]([C@@H:45]1[NH:69][CH2:68][CH2:67][CH2:66][CH2:65][CH2:64][CH2:63][C:62]2[CH:70]=[C:58]([CH:59]=[CH:60][CH:61]=2)[C:57]2=[CH:71][C:53](=[CH:54][CH:55]=[CH:56]2)[CH2:52][O:51][C@H:50]2[CH2:72][N:47]([C@H:48]([C:73](O)=[O:74])[CH2:49]2)[C:46]1=[O:76])([CH3:44])([CH3:43])[CH3:42].CCN(C(C)C)C(C)C. Product: [C:41]([C@@H:45]1[NH:69][CH2:68][CH2:67][CH2:66][CH2:65][CH2:64][CH2:63][C:62]2[CH:70]=[C:58]([CH:59]=[CH:60][CH:61]=2)[C:57]2=[CH:71][C:53](=[CH:54][CH:55]=[CH:56]2)[CH2:52][O:51][C@H:50]2[CH2:72][N:47]([C@H:48]([C:73]([NH:16][C@:11]3([C:9]([NH:8][S:5]([CH:2]4[CH2:4][CH2:3]4)(=[O:7])=[O:6])=[O:10])[CH2:13][C@H:12]3[CH:14]=[CH2:15])=[O:74])[CH2:49]2)[C:46]1=[O:76])([CH3:44])([CH3:42])[CH3:43]. The catalyst class is: 3. (2) Reactant: [NH2:1][C@H:2]([C:5]1[CH:10]=[CH:9][CH:8]=[C:7]([C:11]([F:14])([F:13])[F:12])[CH:6]=1)[CH2:3]O.C([O-])([O-])=O.[K+].[K+].[S:21](Cl)([C:24]1[CH:30]=[CH:29][C:27]([CH3:28])=[CH:26][CH:25]=1)(=[O:23])=[O:22]. Product: [S:21]([N@@:1]1[CH2:3][CH:2]1[C:5]1[CH:10]=[CH:9][CH:8]=[C:7]([C:11]([F:14])([F:13])[F:12])[CH:6]=1)([C:24]1[CH:30]=[CH:29][C:27]([CH3:28])=[CH:26][CH:25]=1)(=[O:23])=[O:22]. The catalyst class is: 26.